From a dataset of Full USPTO retrosynthesis dataset with 1.9M reactions from patents (1976-2016). Predict the reactants needed to synthesize the given product. (1) Given the product [O:4]1[C:5]2([CH2:6][CH2:7][CH:8](/[CH:11]=[N:19]/[S:17]([C:14]([CH3:16])([CH3:15])[CH3:13])=[O:18])[CH2:9][CH2:10]2)[O:1][CH2:2][CH2:3]1, predict the reactants needed to synthesize it. The reactants are: [O:1]1[C:5]2([CH2:10][CH2:9][CH:8]([CH:11]=O)[CH2:7][CH2:6]2)[O:4][CH2:3][CH2:2]1.[CH3:13][C:14]([S:17]([NH2:19])=[O:18])([CH3:16])[CH3:15]. (2) Given the product [Cl:12][C:11]1[C:6]([CH:3]([C:4]#[N:5])[NH:2][C:24](=[O:26])[CH3:25])=[N:7][CH:8]=[C:9]([C:13]([F:15])([F:16])[F:14])[CH:10]=1, predict the reactants needed to synthesize it. The reactants are: Cl.[NH2:2][CH:3]([C:6]1[C:11]([Cl:12])=[CH:10][C:9]([C:13]([F:16])([F:15])[F:14])=[CH:8][N:7]=1)[C:4]#[N:5].C(N(CC)CC)C.[C:24](Cl)(=[O:26])[CH3:25]. (3) Given the product [F:44][C:45]1[CH:46]=[C:47]([CH2:52][C:53]([NH:2][CH2:3][C:4]2[CH:12]=[CH:11][CH:10]=[C:9]3[C:5]=2[C:6](=[O:22])[N:7]([CH:14]2[CH2:19][CH2:18][C:17](=[O:20])[NH:16][C:15]2=[O:21])[C:8]3=[O:13])=[O:54])[CH:48]=[C:49]([F:51])[CH:50]=1, predict the reactants needed to synthesize it. The reactants are: Cl.[NH2:2][CH2:3][C:4]1[CH:12]=[CH:11][CH:10]=[C:9]2[C:5]=1[C:6](=[O:22])[N:7]([CH:14]1[CH2:19][CH2:18][C:17](=[O:20])[NH:16][C:15]1=[O:21])[C:8]2=[O:13].N12CCCN=C1CCCCC2.ON1C2C=CC=CC=2N=N1.[F:44][C:45]1[CH:46]=[C:47]([CH2:52][C:53](O)=[O:54])[CH:48]=[C:49]([F:51])[CH:50]=1.Cl.CN(C)CCCN=C=NCC. (4) Given the product [F:22][C:16]1[CH:17]=[CH:18][CH:19]=[C:20]([F:21])[C:15]=1[N:10]1[C:4]2[N:5]=[C:6]([S:8][CH3:9])[N:7]=[C:2]([C:25]3[CH:26]=[C:27]([CH:31]=[CH:32][C:24]=3[CH3:23])[C:28]([OH:30])=[O:29])[C:3]=2[CH:13]=[CH:12][C:11]1=[O:14], predict the reactants needed to synthesize it. The reactants are: Cl[C:2]1[C:3]2[CH:13]=[CH:12][C:11](=[O:14])[N:10]([C:15]3[C:20]([F:21])=[CH:19][CH:18]=[CH:17][C:16]=3[F:22])[C:4]=2[N:5]=[C:6]([S:8][CH3:9])[N:7]=1.[CH3:23][C:24]1[CH:32]=[CH:31][C:27]([C:28]([OH:30])=[O:29])=[CH:26][C:25]=1B1OC(C)(C)C(C)(C)O1.C([O-])([O-])=O.[K+].[K+].